Dataset: Forward reaction prediction with 1.9M reactions from USPTO patents (1976-2016). Task: Predict the product of the given reaction. (1) Given the reactants Br[C:2]1[CH:14]=[CH:13][C:5]([C:6]([O:8][C:9]([CH3:12])([CH3:11])[CH3:10])=[O:7])=[C:4]([CH3:15])[CH:3]=1.[CH2:16]([NH2:23])[C:17]1[CH:22]=[CH:21][CH:20]=[CH:19][CH:18]=1.C(=O)([O-])[O-].[Cs+].[Cs+].C1(P(C2C=CC=CC=2)C2C=CC3C(=CC=CC=3)C=2C2C3C(=CC=CC=3)C=CC=2P(C2C=CC=CC=2)C2C=CC=CC=2)C=CC=CC=1, predict the reaction product. The product is: [CH2:16]([NH:23][C:2]1[CH:14]=[CH:13][C:5]([C:6]([O:8][C:9]([CH3:12])([CH3:11])[CH3:10])=[O:7])=[C:4]([CH3:15])[CH:3]=1)[C:17]1[CH:22]=[CH:21][CH:20]=[CH:19][CH:18]=1. (2) Given the reactants [F:1][CH:2]([F:32])[C:3]1[N:7]([C:8]2[N:13]=[C:12]([N:14]3[CH2:19][CH2:18][O:17][CH2:16][CH2:15]3)[N:11]=[C:10]([NH:20][C@H:21]3[CH2:26][CH2:25][C@H:24]([NH2:27])[CH2:23][CH2:22]3)[CH:9]=2)[C:6]2[CH:28]=[CH:29][CH:30]=[CH:31][C:5]=2[N:4]=1.[C:33](O)(=[O:36])[CH2:34][CH3:35].ON1C2C=CC=CC=2N=N1.N=C=N.C(=O)C1C=CC=CC=1.C(=O)([O-])[O-], predict the reaction product. The product is: [F:32][CH:2]([F:1])[C:3]1[N:7]([C:8]2[N:13]=[C:12]([N:14]3[CH2:15][CH2:16][O:17][CH2:18][CH2:19]3)[N:11]=[C:10]([NH:20][C@H:21]3[CH2:22][CH2:23][C@H:24]([NH:27][C:33](=[O:36])[CH2:34][CH3:35])[CH2:25][CH2:26]3)[CH:9]=2)[C:6]2[CH:28]=[CH:29][CH:30]=[CH:31][C:5]=2[N:4]=1.